Dataset: Reaction yield outcomes from USPTO patents with 853,638 reactions. Task: Predict the reaction yield, written as a fraction of the theoretical maximum amount of product (1.0 means a 100% yield; for example, 0.34 means a 34% yield). (1) The reactants are [C:1]([C:3]1[CH:8]=[CH:7][C:6]([OH:9])=[CH:5][CH:4]=1)#[N:2].C(=O)([O-])[O-].[K+].[K+].Br[CH:17]([CH3:20])[C:18]#[N:19]. The catalyst is CC(C)=O. The product is [C:18]([CH2:17][CH2:20][O:9][C:6]1[CH:7]=[CH:8][C:3]([C:1]#[N:2])=[CH:4][CH:5]=1)#[N:19]. The yield is 0.380. (2) The reactants are [NH:1]([C:9]([O:11][C:12]([CH3:15])([CH3:14])[CH3:13])=[O:10])[C@@H:2]([C:6]([OH:8])=O)[CH:3]([CH3:5])[CH3:4].Br.Br.[CH3:18][N:19]1[CH2:24][CH2:23][CH:22]([CH:25]2[CH2:30][CH2:29][NH:28][CH2:27][CH2:26]2)[CH2:21][CH2:20]1.C(N(CC)CC)C.C1C=CC2N(O)N=NC=2C=1.C1CCC(N=C=NC2CCCCC2)CC1.[Li+].[Cl-]. The catalyst is CN(C=O)C. The product is [C:9]([NH:1][C@@H:2]([C:6]([N:28]1[CH2:29][CH2:30][CH:25]([CH:22]2[CH2:21][CH2:20][N:19]([CH3:18])[CH2:24][CH2:23]2)[CH2:26][CH2:27]1)=[O:8])[CH:3]([CH3:4])[CH3:5])([O:11][C:12]([CH3:15])([CH3:14])[CH3:13])=[O:10]. The yield is 0.750. (3) The reactants are Cl[C:2](Cl)([O:4]C(=O)OC(Cl)(Cl)Cl)Cl.[NH2:13][CH2:14][CH:15]([OH:32])[CH2:16][N:17]1[C:29]2[CH:28]=[CH:27][C:26]([Br:30])=[CH:25][C:24]=2[C:23]2[C:18]1=[CH:19][CH:20]=[C:21]([Br:31])[CH:22]=2.CCN(CC)CC.C(Cl)Cl.CCOC(C)=O. The catalyst is C(Cl)Cl. The product is [Br:31][C:21]1[CH:20]=[CH:19][C:18]2[N:17]([CH2:16][CH:15]3[O:32][C:2](=[O:4])[NH:13][CH2:14]3)[C:29]3[C:24]([C:23]=2[CH:22]=1)=[CH:25][C:26]([Br:30])=[CH:27][CH:28]=3. The yield is 0.200. (4) The reactants are [C:1]([O:4][CH2:5][CH2:6][NH:7][C@H:8]1[C:16]2[C:11](=[C:12]([C:17]3[N:21]=[C:20]([C:22]4[CH:27]=[CH:26][C:25]([O:28][CH:29]([CH3:31])[CH3:30])=[C:24]([C:32]#[N:33])[CH:23]=4)[O:19][N:18]=3)[CH:13]=[CH:14][CH:15]=2)[CH2:10][CH2:9]1)(=[O:3])[CH3:2].[CH3:34][S:35](Cl)(=[O:37])=[O:36].C(N(CC)CC)C. The catalyst is C(Cl)Cl. The product is [C:1]([O:4][CH2:5][CH2:6][N:7]([C@H:8]1[C:16]2[C:11](=[C:12]([C:17]3[N:21]=[C:20]([C:22]4[CH:27]=[CH:26][C:25]([O:28][CH:29]([CH3:31])[CH3:30])=[C:24]([C:32]#[N:33])[CH:23]=4)[O:19][N:18]=3)[CH:13]=[CH:14][CH:15]=2)[CH2:10][CH2:9]1)[S:35]([CH3:34])(=[O:37])=[O:36])(=[O:3])[CH3:2]. The yield is 0.500.